Dataset: Reaction yield outcomes from USPTO patents with 853,638 reactions. Task: Predict the reaction yield, written as a fraction of the theoretical maximum amount of product (1.0 means a 100% yield; for example, 0.34 means a 34% yield). (1) The reactants are [CH2:1]([O:3][C:4]([C:6]1[NH:7][C:8]2[C:13]([C:14]=1[Cl:15])=[CH:12][CH:11]=[CH:10][CH:9]=2)=[O:5])[CH3:2].CN(C)C=O.[CH:21]([C:23]1[CH:28]=[CH:27][C:26](B(O)O)=[CH:25][CH:24]=1)=[O:22].C(N(CC)C(C)C)(C)C. The catalyst is C([O-])(=O)C.[Cu+2].C([O-])(=O)C. The product is [CH2:1]([O:3][C:4]([C:6]1[N:7]([C:26]2[CH:27]=[CH:28][C:23]([CH:21]=[O:22])=[CH:24][CH:25]=2)[C:8]2[C:13]([C:14]=1[Cl:15])=[CH:12][CH:11]=[CH:10][CH:9]=2)=[O:5])[CH3:2]. The yield is 0.480. (2) The reactants are [F:1][C:2]1[C:22]([N:23]2[CH2:27][CH2:26][CH2:25][CH2:24]2)=[CH:21][CH:20]=[CH:19][C:3]=1[O:4][C:5]1[CH2:9][N:8]([C@@H:10]([CH2:14][CH:15]([CH3:17])[CH3:16])[C:11](O)=[O:12])[C:7](=[O:18])[CH:6]=1.[CH3:28][C:29]1([CH3:41])[O:33][C@H:32]([CH2:34][N:35]2[CH:39]=[CH:38][C:37]([NH2:40])=[N:36]2)[CH2:31][O:30]1.F[P-](F)(F)(F)(F)F.N1(O[P+](N(C)C)(N(C)C)N(C)C)C2C=CC=CC=2N=N1. The catalyst is CN(C)C=O. The product is [CH3:28][C:29]1([CH3:41])[O:33][C@H:32]([CH2:34][N:35]2[CH:39]=[CH:38][C:37]([NH:40][C:11](=[O:12])[C@@H:10]([N:8]3[CH2:9][C:5]([O:4][C:3]4[CH:19]=[CH:20][CH:21]=[C:22]([N:23]5[CH2:27][CH2:26][CH2:25][CH2:24]5)[C:2]=4[F:1])=[CH:6][C:7]3=[O:18])[CH2:14][CH:15]([CH3:17])[CH3:16])=[N:36]2)[CH2:31][O:30]1. The yield is 0.530. (3) The reactants are [Br:1][C:2]1[CH:3]=[C:4]([O:11][CH:12]([CH3:14])[CH3:13])[C:5]([CH3:10])=[C:6]([CH:9]=1)[CH:7]=O.[CH3:15][O:16][CH:17]([O:20][CH3:21])[CH2:18][NH2:19].[BH3-]C#N.[Na+].CC(O)=O. The catalyst is CO. The product is [Br:1][C:2]1[CH:3]=[C:4]([O:11][CH:12]([CH3:14])[CH3:13])[C:5]([CH3:10])=[C:6]([CH:9]=1)[CH2:7][NH:19][CH2:18][CH:17]([O:20][CH3:21])[O:16][CH3:15]. The yield is 0.580. (4) The reactants are Br[C:2]1[CH:7]=[CH:6][C:5]([CH:8]([CH3:18])[CH2:9][O:10][Si:11]([C:14]([CH3:17])([CH3:16])[CH3:15])([CH3:13])[CH3:12])=[CH:4][CH:3]=1.[Li]CCCC.[B:24](OC)([O:27]C)[O:25]C.Cl. No catalyst specified. The product is [Si:11]([O:10][CH2:9][CH:8]([C:5]1[CH:6]=[CH:7][C:2]([B:24]([OH:27])[OH:25])=[CH:3][CH:4]=1)[CH3:18])([C:14]([CH3:17])([CH3:16])[CH3:15])([CH3:13])[CH3:12]. The yield is 0.400. (5) The reactants are COC1C=CC(/C=[C:16]2/[C:17]([NH:19][C:20]([S:22]/2)=[NH:21])=[O:18])=CC=1OC1CCCC1.C(O[Na])(C)=O.[CH:28]([C:30]1[N:31]=[C:32]2[C:37](=[CH:38][CH:39]=1)[N:36]=[CH:35][C:34]([C:40]#[N:41])=[CH:33]2)=O. The product is [NH2:21][C:20]1[S:22][C:16](=[CH:28][C:30]2[N:31]=[C:32]3[C:37](=[CH:38][CH:39]=2)[N:36]=[CH:35][C:34]([C:40]#[N:41])=[CH:33]3)[C:17](=[O:18])[N:19]=1. The catalyst is CC(O)=O. The yield is 0.446. (6) The product is [F:36][C:30]1[CH:29]=[C:28]([CH:33]=[CH:32][C:31]=1[O:34][CH3:35])[CH2:27][O:26][P:24]([C:21]1[CH:22]=[CH:23][C:18]([O:17][C:9]2[CH:8]=[C:7]([CH:12]=[C:11]([O:13][CH:14]([CH3:16])[CH3:15])[CH:10]=2)[C:6]([OH:48])=[O:5])=[CH:19][CH:20]=1)([O:37][CH2:38][C:39]1[CH:44]=[CH:43][C:42]([O:45][CH3:46])=[C:41]([F:47])[CH:40]=1)=[O:25]. The yield is 1.00. The catalyst is CN(C=O)C.CCOC(C)=O. The reactants are C[Si](C)(C)CC[O:5][C:6](=[O:48])[C:7]1[CH:12]=[C:11]([O:13][CH:14]([CH3:16])[CH3:15])[CH:10]=[C:9]([O:17][C:18]2[CH:23]=[CH:22][C:21]([P:24]([O:37][CH2:38][C:39]3[CH:44]=[CH:43][C:42]([O:45][CH3:46])=[C:41]([F:47])[CH:40]=3)([O:26][CH2:27][C:28]3[CH:33]=[CH:32][C:31]([O:34][CH3:35])=[C:30]([F:36])[CH:29]=3)=[O:25])=[CH:20][CH:19]=2)[CH:8]=1.[F-].C([N+](CCCC)(CCCC)CCCC)CCC. (7) The reactants are C([O:3][C:4]([C:6]1[C:7]2[CH2:8][CH2:9][C:10]([O:27][CH3:28])([C:21]3[CH:26]=[CH:25][CH:24]=[CH:23][CH:22]=3)[O:11][C:12]=2[C:13]2[N:17]=[C:16]([CH3:18])[N:15]([CH3:19])[C:14]=2[CH:20]=1)=[O:5])C.[OH-].[K+]. The catalyst is CO.O. The product is [CH3:28][O:27][C:10]1([C:21]2[CH:26]=[CH:25][CH:24]=[CH:23][CH:22]=2)[CH2:9][CH2:8][C:7]2[C:6]([C:4]([OH:5])=[O:3])=[CH:20][C:14]3[N:15]([CH3:19])[C:16]([CH3:18])=[N:17][C:13]=3[C:12]=2[O:11]1. The yield is 0.990.